This data is from Antibody developability classification from SAbDab with 2,409 antibodies. The task is: Regression/Classification. Given an antibody's heavy chain and light chain sequences, predict its developability. TAP uses regression for 5 developability metrics; SAbDab uses binary classification. (1) The antibody is ['QVQLQQSGGGLVQPGGSMKIFCAASGFTFSDAWMDWVRQSPEKGLEWVAEIRNKANNHETYYAESVKGRFTITRDDSKSRMSLQMNSLRAEDTGIYYCSGGKVRNAYWGQGTTVTVSS', 'DIQLTQTPLSLPVSLGDQASISCRSSQSLVHSNGNTYLHWYLQKPGQSPKLLIYKVSNRFSGVPDRFSGSGSGTDFTLKISSVEAEDLGVYFCSQSTHVPTFGGGTKLEIK']. Result: 1 (developable). (2) The antibody is ['QVQLVQSGGGLVQPGGSLRLSCVASGFTFNNYWMSWVRQAPGKGLEWVANIKQDGNDKYYVDSVKGRFTISRDNAKNSLFLQMNSLRAEDTAVYFCAREFSSYTDHLEYYYDYYYMDVWGKGTTVTVSS', 'QSALTQPASVSGSPGQSITISCTGTSTDVNGYNYVSWYQQYAGKAPKLIIFDVSKRPSGVSNRFSGSKSGDTASLTISGLQAEDEADYHCSSYTSSTPYVLFGGGTKLTVL']. Result: 0 (not developable). (3) The antibody is ['QVQLVQSGAEVKKPGASVKVSCKASGYTFTSYGINWVRQAPGQGLEWMGWISVYSGNTNYAQKVQGRVTMTADTSTSTAYMDLRSLRSDDTAVYYCAREGSSSSGDYYYGMDVWGQGTTVTVSS', 'DIVMTQTPLSLSVTPGQPASISCKSSQSLLHTDGTTYLYWYLQKPGQPPQLLIYEVSNRFSGVPDRFSGSGSGTDFTLKISRVEAEDVGIYYCMQNIQLPWTFGQGTKVEIK']. Result: 0 (not developable). (4) The antibody is ['EVQLQQSGAEVKTPGASVKVSCKASGYTFTSFGVSWIRQAPGQGLEWIGWISAYNGDTYYAQKFQARVTMTTDTSTTTAYMEMRSLRSDDTAVYYCAREPPLFYSSWSLDNWGQGTLVTVSS', 'EIVMTQSPGTLSLSPGERATLSCRASQSVSMNYLAWFQQKPGQAPRLLIYGASRRATGIPDRISGSGSGTDFTLTISRLEPADFAVYYCQQYGTSPRTFGQGAKVEIK']. Result: 0 (not developable). (5) The antibody is ['EVQLVQSGSDLKKPGASVKVSCKASGYTFTSYAMNWVRQAPGQGLEWVGWINTNTGNPTYAQGFTGRFVFSLDTSVSTAYLQISSLKAEDTAVYYCARESPNYYDSSGYYSGYYFDYWGQGTLVTVSS', 'SYELTQPPSVSVAPGQTATITCGGKNIGSKSVHWYQQKPGQAPVLVVYDDSDRPSGIPERFSGSNSGNTATLTISRVEAGDEADYYCQVWDSSSDHRVFGGGTKLTVL']. Result: 0 (not developable). (6) The antibody is ['EVQLQESGPSLVKPSQTLSLTCSVTGDSITSDYWSWIRKFPGNKLEYMGYISYSGSTYYHPSLKSRISITRDTSKNQYYLQLNSVTTEDTATYYCARWEMDYWGQGTSVTVSS', 'PROT_86A5FDE1']. Result: 1 (developable).